Task: Predict the reaction yield, written as a fraction of the theoretical maximum amount of product (1.0 means a 100% yield; for example, 0.34 means a 34% yield).. Dataset: Reaction yield outcomes from USPTO patents with 853,638 reactions (1) The reactants are [N+:1]([C:4]1[CH:5]=[N:6][CH:7]=[CH:8][C:9]=1[N:10]1[CH2:16][CH2:15][CH2:14][N:13]([C:17]([O:19][C:20]([CH3:23])([CH3:22])[CH3:21])=[O:18])[CH2:12][CH2:11]1)([O-])=O.[NH4+].[Cl-].CCO. The catalyst is [Fe].O. The product is [NH2:1][C:4]1[CH:5]=[N:6][CH:7]=[CH:8][C:9]=1[N:10]1[CH2:16][CH2:15][CH2:14][N:13]([C:17]([O:19][C:20]([CH3:23])([CH3:22])[CH3:21])=[O:18])[CH2:12][CH2:11]1. The yield is 0.963. (2) The reactants are F[C:2]1[C:3]([S:14]([CH3:17])(=[O:16])=[O:15])=[CH:4][C:5]([N+:11]([O-:13])=[O:12])=[C:6]([CH:10]=1)[C:7]([OH:9])=[O:8].[NH:18]([CH2:22][CH2:23][OH:24])[CH2:19][CH2:20][OH:21]. The catalyst is CS(C)=O. The product is [OH:21][CH2:20][CH2:19][N:18]([CH2:22][CH2:23][OH:24])[C:2]1[C:3]([S:14]([CH3:17])(=[O:16])=[O:15])=[CH:4][C:5]([N+:11]([O-:13])=[O:12])=[C:6]([CH:10]=1)[C:7]([OH:9])=[O:8]. The yield is 0.780. (3) The reactants are [Cl:1][C:2]1[CH:3]=[C:4]([C:9](=[O:21])[C:10]2[CH:15]=[CH:14][C:13]([S:16]C(Cl)(Cl)Cl)=[CH:12][CH:11]=2)[CH:5]=[C:6]([Cl:8])[CH:7]=1. The catalyst is CO. The product is [Cl:1][C:2]1[CH:3]=[C:4]([C:9](=[O:21])[C:10]2[CH:11]=[CH:12][C:13]([SH:16])=[CH:14][CH:15]=2)[CH:5]=[C:6]([Cl:8])[CH:7]=1. The yield is 0.735. (4) The reactants are [CH3:1][C:2]1[N:12]=[CH:11][CH:10]=[CH:9][C:3]=1[C:4](OCC)=[O:5].[CH3:13][NH2:14]. The catalyst is CO. The product is [CH3:1][C:2]1[N:12]=[CH:11][CH:10]=[CH:9][C:3]=1[C:4]([NH:14][CH3:13])=[O:5]. The yield is 0.950. (5) The reactants are [N:1]1[CH:6]=[CH:5][CH:4]=[C:3]([C:7]2[N:12]=[C:11]([NH2:13])[CH:10]=[N:9][C:8]=2[C:14]2[CH:19]=[CH:18][N:17]=[CH:16][CH:15]=2)[CH:2]=1.Br[C:21]1[S:22][CH:23]=[CH:24][N:25]=1.C(=O)([O-])[O-].[Cs+].[Cs+].CC1(C)C2C=CC=C(P(C3C=CC=CC=3)C3C=CC=CC=3)C=2OC2C1=CC=CC=2P(C1C=CC=CC=1)C1C=CC=CC=1. The catalyst is C1C=CC(/C=C/C(/C=C/C2C=CC=CC=2)=O)=CC=1.C1C=CC(/C=C/C(/C=C/C2C=CC=CC=2)=O)=CC=1.C1C=CC(/C=C/C(/C=C/C2C=CC=CC=2)=O)=CC=1.[Pd].[Pd].O1CCOCC1. The product is [N:1]1[CH:6]=[CH:5][CH:4]=[C:3]([C:7]2[N:12]=[C:11]([NH:13][C:21]3[S:22][CH:23]=[CH:24][N:25]=3)[CH:10]=[N:9][C:8]=2[C:14]2[CH:15]=[CH:16][N:17]=[CH:18][CH:19]=2)[CH:2]=1. The yield is 0.440. (6) The catalyst is CN(C=O)C. The yield is 0.760. The reactants are [H-].[Na+].[CH3:3][O:4][C:5]([C:7]1[CH:8]=[C:9]2[C:13](=[CH:14][CH:15]=1)[C:12](=[O:16])[NH:11][CH2:10]2)=[O:6].I[CH3:18]. The product is [CH3:3][O:4][C:5]([C:7]1[CH:8]=[C:9]2[C:13](=[CH:14][CH:15]=1)[C:12](=[O:16])[N:11]([CH3:18])[CH2:10]2)=[O:6]. (7) The reactants are [F:1][C:2]1[CH:7]=[CH:6][CH:5]=[CH:4][C:3]=1[CH2:8][C:9]([OH:15])(O)[CH:10]([CH3:13])[CH2:11][OH:12].C(N(CC)CC)C.ClCCl.[C:26]1([CH3:36])[CH:31]=[CH:30][C:29]([S:32](Cl)(=[O:34])=[O:33])=[CH:28][CH:27]=1. The catalyst is O. The product is [S:32]([C:29]1[CH:30]=[CH:31][C:26]([CH3:36])=[CH:27][CH:28]=1)([O:12][CH2:11][CH:10]([CH3:13])[CH:9]([OH:15])[CH2:8][C:3]1[CH:4]=[CH:5][CH:6]=[CH:7][C:2]=1[F:1])(=[O:34])=[O:33]. The yield is 0.880. (8) The reactants are [I:1][C:2]1[C:6]2=[N:7][CH:8]=[CH:9][CH:10]=[C:5]2[NH:4][N:3]=1.[H-].[Na+].[Cl:13][C:14]1[CH:22]=[CH:21][CH:20]=[C:19]([CH:23]2[CH2:26][CH2:25][CH2:24]2)[C:15]=1[C:16](Cl)=[O:17].O. The catalyst is C1COCC1. The product is [Cl:13][C:14]1[CH:22]=[CH:21][CH:20]=[C:19]([CH:23]2[CH2:26][CH2:25][CH2:24]2)[C:15]=1[C:16]([N:4]1[C:5]2[C:6](=[N:7][CH:8]=[CH:9][CH:10]=2)[C:2]([I:1])=[N:3]1)=[O:17]. The yield is 0.709. (9) The reactants are CO[C:3]([C:5]1[CH:6]=[C:7]2[C:11](=[CH:12][CH:13]=1)[NH:10][N:9]=[CH:8]2)=[O:4].[CH3:14][S:15]([CH2:18][CH2:19][CH2:20]OS(C)(=O)=O)(=[O:17])=[O:16]. No catalyst specified. The product is [CH3:14][S:15]([CH2:18][CH2:19][CH2:20][N:10]1[C:11]2[C:7](=[CH:6][C:5]([CH2:3][OH:4])=[CH:13][CH:12]=2)[CH:8]=[N:9]1)(=[O:17])=[O:16]. The yield is 0.360.